This data is from Forward reaction prediction with 1.9M reactions from USPTO patents (1976-2016). The task is: Predict the product of the given reaction. (1) Given the reactants [CH3:1][S:2]([OH:5])(=[O:4])=[O:3].[NH:6]1[CH2:11][CH2:10][CH:9]([C:12]2[CH:17]=[CH:16][C:15]([C:18]3[C:27]4[C:22](=[CH:23][C:24]([C:28]5[CH:33]=[CH:32][C:31]([C:34]([F:37])([F:36])[F:35])=[CH:30][CH:29]=5)=[CH:25][CH:26]=4)[CH:21]=[C:20]([C:38]([O:40][CH2:41][CH3:42])=[O:39])[CH:19]=3)=[CH:14][CH:13]=2)[CH2:8][CH2:7]1, predict the reaction product. The product is: [CH3:1][S:2]([O-:5])(=[O:4])=[O:3].[CH2:41]([O:40][C:38]([C:20]1[CH:19]=[C:18]([C:15]2[CH:16]=[CH:17][C:12]([CH:9]3[CH2:8][CH2:7][NH2+:6][CH2:11][CH2:10]3)=[CH:13][CH:14]=2)[C:27]2[C:22]([CH:21]=1)=[CH:23][C:24]([C:28]1[CH:29]=[CH:30][C:31]([C:34]([F:35])([F:37])[F:36])=[CH:32][CH:33]=1)=[CH:25][CH:26]=2)=[O:39])[CH3:42]. (2) Given the reactants [NH2:1][C:2]1[CH:7]=[C:6]([CH3:8])[N:5]=[C:4]([CH3:9])[C:3]=1[CH2:10][OH:11], predict the reaction product. The product is: [NH2:1][C:2]1[CH:7]=[C:6]([CH3:8])[N:5]=[C:4]([CH3:9])[C:3]=1[CH:10]=[O:11]. (3) Given the reactants [F:1][C:2]1[CH:3]=[C:4]([CH:6]=[CH:7][C:8]=1[F:9])[NH2:5].[C:10](=[S:12])=[S:11].[CH2:13]([N:15]([CH2:18][CH3:19])[CH2:16][CH3:17])[CH3:14], predict the reaction product. The product is: [F:1][C:2]1[CH:3]=[C:4]([NH:5][C:10](=[S:11])[S-:12])[CH:6]=[CH:7][C:8]=1[F:9].[CH2:13]([NH+:15]([CH2:18][CH3:19])[CH2:16][CH3:17])[CH3:14].